Dataset: Forward reaction prediction with 1.9M reactions from USPTO patents (1976-2016). Task: Predict the product of the given reaction. (1) Given the reactants [F:1][C:2]([F:7])([F:6])[C:3]([OH:5])=[O:4].[F:8][C:9]([F:14])([F:13])[C:10]([OH:12])=[O:11].FC(F)(F)C(O)=O.[Cl:22][C:23]1[CH:24]=[N:25][C:26]2[NH:27][C:28]3[CH:29]=[N:30][CH:31]=[C:32]([CH:54]=3)[CH2:33][CH2:34][C:35]3[CH:43]=[C:39]([NH:40][C:41]=1[N:42]=2)[CH:38]=[CH:37][C:36]=3[NH:44][C:45](=[O:53])[CH2:46][C@H:47]1[CH2:52][CH2:51][CH2:50][NH:49][CH2:48]1.[C:55](Cl)(=[O:62])[C:56]1[CH:61]=[CH:60][CH:59]=[CH:58][CH:57]=1, predict the reaction product. The product is: [F:1][C:2]([F:7])([F:6])[C:3]([OH:5])=[O:4].[F:8][C:9]([F:14])([F:13])[C:10]([OH:12])=[O:11].[C:55]([N:49]1[CH2:50][CH2:51][CH2:52][C@H:47]([CH2:46][C:45]([NH:44][C:36]2[CH:37]=[CH:38][C:39]3[NH:40][C:41]4[N:42]=[C:26]([NH:27][C:28]5[CH:29]=[N:30][CH:31]=[C:32]([CH:54]=5)[CH2:33][CH2:34][C:35]=2[CH:43]=3)[N:25]=[CH:24][C:23]=4[Cl:22])=[O:53])[CH2:48]1)(=[O:62])[C:56]1[CH:61]=[CH:60][CH:59]=[CH:58][CH:57]=1. (2) Given the reactants Br[C:2]1[CH:11]=[CH:10][CH:9]=[C:8]2[C:3]=1[CH:4]=[CH:5][C:6]([CH2:12][CH:13]1[CH2:17][CH2:16][N:15]([CH:18]3[CH2:23][CH2:22][CH2:21][CH2:20][CH2:19]3)[C:14]1=[O:24])=[CH:7]2.[CH3:25][O:26][C:27]([C:29]1[CH:34]=[CH:33][C:32](B(O)O)=[CH:31][CH:30]=1)=[O:28].[Li+].[Cl-].C([O-])([O-])=O.[Na+].[Na+], predict the reaction product. The product is: [CH:18]1([N:15]2[CH2:16][CH2:17][CH:13]([CH2:12][C:6]3[CH:7]=[C:8]4[C:3](=[CH:4][CH:5]=3)[C:2]([C:32]3[CH:33]=[CH:34][C:29]([C:27]([O:26][CH3:25])=[O:28])=[CH:30][CH:31]=3)=[CH:11][CH:10]=[CH:9]4)[C:14]2=[O:24])[CH2:19][CH2:20][CH2:21][CH2:22][CH2:23]1.